From a dataset of Reaction yield outcomes from USPTO patents with 853,638 reactions. Predict the reaction yield, written as a fraction of the theoretical maximum amount of product (1.0 means a 100% yield; for example, 0.34 means a 34% yield). The reactants are C1CO[C:8]23OCCO[C:3]2([C@:4]2([CH2:27][CH2:26][C@H:25]4[C@@H:15]([CH2:16][C@H:17]([C:28]#[CH:29])[CH:18]5[C@:23]4([CH3:24])[CH2:22][CH2:21][CH2:20][CH2:19]5)[C@@H:6]2[CH2:7]3)[CH3:5])[O:2]1.C([C@@H]1C2[C@](C)(CCC(=[O:50])C2)[C@@H]2[C@H]([C@H]3[C@@](CC2)(C)C(=O)CC3)C1)#N. No catalyst specified. The product is [C:28]([C@@H:17]1[CH:18]2[C@:23]([CH3:24])([CH2:22][CH2:21][C:20](=[O:50])[CH2:19]2)[C@@H:25]2[C@H:15]([C@H:6]3[C@@:4]([CH2:27][CH2:26]2)([CH3:5])[C:3](=[O:2])[CH2:8][CH2:7]3)[CH2:16]1)#[CH:29]. The yield is 0.460.